This data is from Forward reaction prediction with 1.9M reactions from USPTO patents (1976-2016). The task is: Predict the product of the given reaction. Given the reactants S(Cl)(Cl)=O.[CH3:5][N:6]([C:11]([C:13]1[C:14]([O:30][CH2:31][C:32]2[CH:37]=[CH:36][CH:35]=[CH:34][CH:33]=2)=[CH:15][C:16]([O:22][CH2:23][C:24]2[CH:29]=[CH:28][CH:27]=[CH:26][CH:25]=2)=[C:17]([CH:21]=1)[C:18](O)=[O:19])=[O:12])[CH2:7][CH2:8][CH2:9][CH3:10].[C:38]1([CH3:44])[CH:43]=[CH:42]C=CC=1.[CH2:45]([N:47](C(C)C)C(C)C)C.[CH2:54]1C[O:57][CH2:56][CH2:55]1, predict the reaction product. The product is: [CH2:23]([O:22][C:16]1[CH:15]=[C:14]([O:30][CH2:31][C:32]2[CH:33]=[CH:34][CH:35]=[CH:36][CH:37]=2)[C:13]([C:11]([N:6]2[CH2:5][C:9]3[C:8](=[CH:54][CH:55]=[C:56]([OH:57])[CH:10]=3)[CH2:7]2)=[O:12])=[CH:21][C:17]=1[C:18]([N:47]([CH2:42][CH2:43][CH2:38][CH3:44])[CH3:45])=[O:19])[C:24]1[CH:29]=[CH:28][CH:27]=[CH:26][CH:25]=1.